Predict the reaction yield, written as a fraction of the theoretical maximum amount of product (1.0 means a 100% yield; for example, 0.34 means a 34% yield). From a dataset of Reaction yield outcomes from USPTO patents with 853,638 reactions. (1) The reactants are [CH2:1]([O:3][C:4](=[O:13])[CH:5](Br)[C:6]1[CH:7]=[N:8][CH:9]=[CH:10][CH:11]=1)[CH3:2].[CH3:14][N:15]1[CH2:20][CH2:19][NH:18][CH2:17][CH2:16]1.CCN(CC)CC. The catalyst is ClCCl. The product is [CH2:1]([O:3][C:4](=[O:13])[CH:5]([N:18]1[CH2:19][CH2:20][N:15]([CH3:14])[CH2:16][CH2:17]1)[C:6]1[CH:7]=[N:8][CH:9]=[CH:10][CH:11]=1)[CH3:2]. The yield is 0.280. (2) The reactants are [CH3:1][N:2]1[C:6]([CH2:7][C:8]#[N:9])=[CH:5][CH:4]=[N:3]1.[CH3:10][C:11](C)([O-])C.[K+].BrCCBr.[H-].[Na+]. The catalyst is CN(C)C=O. The product is [CH3:1][N:2]1[C:6]([C:7]2([C:8]#[N:9])[CH2:11][CH2:10]2)=[CH:5][CH:4]=[N:3]1. The yield is 0.250. (3) The reactants are [CH3:1][O:2][CH2:3][C@@H:4]1[N:8]([C:9]([O:11][CH2:12][C:13]2[CH:18]=[CH:17][CH:16]=[CH:15][CH:14]=2)=[O:10])[CH2:7][C@@H:6](S(C2C=CC(C)=CC=2)(=O)=O)[CH2:5]1.C1OCCOCCOCCOCCOCCOC1.[C-:47]#[N:48].[K+]. The yield is 0.690. The catalyst is CS(C)=O.O. The product is [CH3:1][O:2][CH2:3][C@H:4]1[N:8]([C:9]([O:11][CH2:12][C:13]2[CH:14]=[CH:15][CH:16]=[CH:17][CH:18]=2)=[O:10])[CH2:7][C@@H:6]([C:47]#[N:48])[CH2:5]1. (4) The reactants are C([NH:5][S:6]([C:9]1[S:10][C:11]([C:14]2[CH:19]=[C:18]([C:20]3[N:25]=[C:24]([C:26]4[CH:31]=[CH:30][C:29]([Cl:32])=[CH:28][CH:27]=4)[CH:23]=[C:22]([C:33]([F:36])([F:35])[F:34])[N:21]=3)[CH:17]=[CH:16][N:15]=2)=[CH:12][CH:13]=1)(=[O:8])=[O:7])(C)(C)C.C(O)(C(F)(F)F)=O. The catalyst is ClCCl. The product is [Cl:32][C:29]1[CH:28]=[CH:27][C:26]([C:24]2[CH:23]=[C:22]([C:33]([F:34])([F:35])[F:36])[N:21]=[C:20]([C:18]3[CH:17]=[CH:16][N:15]=[C:14]([C:11]4[S:10][C:9]([S:6]([NH2:5])(=[O:7])=[O:8])=[CH:13][CH:12]=4)[CH:19]=3)[N:25]=2)=[CH:31][CH:30]=1. The yield is 0.260. (5) The reactants are [CH3:1][O:2][C:3]1[CH:4]=[C:5]([C:11]2[C:19]3[C:18]([CH3:20])=[CH:17][C:16](=[O:21])[NH:15][C:14]=3[N:13]([CH3:22])[N:12]=2)[CH:6]=[C:7]([O:9][CH3:10])[CH:8]=1.CCN(C(C)C)C(C)C.Br[CH2:33][C:34]([O:36][CH2:37][CH3:38])=[O:35].O. The catalyst is CN(C=O)C. The product is [CH3:1][O:2][C:3]1[CH:4]=[C:5]([C:11]2[C:19]3[C:14](=[N:15][C:16]([O:21][CH2:33][C:34]([O:36][CH2:37][CH3:38])=[O:35])=[CH:17][C:18]=3[CH3:20])[N:13]([CH3:22])[N:12]=2)[CH:6]=[C:7]([O:9][CH3:10])[CH:8]=1. The yield is 0.710.